Dataset: Reaction yield outcomes from USPTO patents with 853,638 reactions. Task: Predict the reaction yield, written as a fraction of the theoretical maximum amount of product (1.0 means a 100% yield; for example, 0.34 means a 34% yield). The reactants are Br[C:2]1[CH:3]=[CH:4][C:5]([N+:8]([O-:10])=[O:9])=[N:6][CH:7]=1.C([O-])([O-])=O.[K+].[K+].[CH3:17][N:18]1[CH2:23][CH2:22][NH:21][CH2:20][CH2:19]1.Cl. The catalyst is CS(C)=O.[I-].C([N+](CCCC)(CCCC)CCCC)CCC. The product is [CH3:17][N:18]1[CH2:23][CH2:22][N:21]([C:2]2[CH:7]=[N:6][C:5]([N+:8]([O-:10])=[O:9])=[CH:4][CH:3]=2)[CH2:20][CH2:19]1. The yield is 0.990.